Dataset: Catalyst prediction with 721,799 reactions and 888 catalyst types from USPTO. Task: Predict which catalyst facilitates the given reaction. (1) Product: [Cl:37][C:34]1[CH:35]=[CH:36][C:31]([C:10]2[CH:11]=[C:12]3[C:17](=[N:18][C:9]=2[C:3]2[CH:4]=[CH:5][C:6]([Cl:8])=[CH:7][C:2]=2[Cl:1])[N:16]([CH3:19])[C:15](=[O:20])[C:14]([CH3:21])=[C:13]3[NH:22][C:23](=[O:26])[CH2:24][CH3:25])=[CH:32][CH:33]=1. The catalyst class is: 49. Reactant: [Cl:1][C:2]1[CH:7]=[C:6]([Cl:8])[CH:5]=[CH:4][C:3]=1[C:9]1[N:18]=[C:17]2[C:12]([C:13]([N:22](C(=O)CC)[C:23](=[O:26])[CH2:24][CH3:25])=[C:14]([CH3:21])[C:15](=[O:20])[N:16]2[CH3:19])=[CH:11][C:10]=1[C:31]1[CH:36]=[CH:35][C:34]([Cl:37])=[CH:33][CH:32]=1.CO.C([O-])([O-])=O.[Cs+].[Cs+]. (2) Reactant: [C:1]([NH:8][C@H:9]([C:13]([OH:15])=[O:14])[CH:10]([CH3:12])[CH3:11])([O:3][C:4]([CH3:7])([CH3:6])[CH3:5])=[O:2].[Cl:16][CH2:17][CH2:18][CH2:19][CH2:20]O.ON1C2C=CC=CC=2N=N1.CN1CCOCC1.F[P-](F)(F)(F)(F)F.C[N+](C)=C(N(C)C)ON1C2C=CC=CC=2N=N1. Product: [C:4]([O:3][C:1]([NH:8][CH:9]([CH:10]([CH3:11])[CH3:12])[C:13]([O:15][CH2:20][CH2:19][CH2:18][CH2:17][Cl:16])=[O:14])=[O:2])([CH3:5])([CH3:7])[CH3:6]. The catalyst class is: 2. (3) Reactant: [CH2:1]([NH2:4])[CH2:2][CH3:3].N1C=CC=CC=1.C[CH:12]([CH2:16][CH2:17][CH2:18][C:19](Cl)=O)[C:13](Cl)=[O:14].Cl.[O:23]1CCC[CH2:24]1. Product: [CH2:1]([NH:4][CH2:19][CH2:18][CH2:17][CH2:16][CH2:12][C:13]([O:23][CH3:24])=[O:14])[CH2:2][CH3:3]. The catalyst class is: 170. (4) The catalyst class is: 9. Reactant: [C:1]1([C:7]2[NH:11][C:10]([C:12]3[CH:13]=[CH:14][CH:15]=[C:16]4[C:21]=3[CH:20]=[C:19]([OH:22])[CH:18]=[CH:17]4)=[C:9]([C:23]3[CH:28]=[CH:27][N:26]=[CH:25][CH:24]=3)[N:8]=2)[CH:6]=[CH:5][CH:4]=[CH:3][CH:2]=1.[C:29]1([N:35]=[C:36]=[O:37])[CH:34]=[CH:33][CH:32]=[CH:31][CH:30]=1.C(N(CC)CC)C. Product: [C:1]1([C:7]2[NH:11][C:10]([C:12]3[CH:13]=[CH:14][CH:15]=[C:16]4[C:21]=3[CH:20]=[C:19]([O:22][C:36](=[O:37])[NH:35][C:29]3[CH:34]=[CH:33][CH:32]=[CH:31][CH:30]=3)[CH:18]=[CH:17]4)=[C:9]([C:23]3[CH:24]=[CH:25][N:26]=[CH:27][CH:28]=3)[N:8]=2)[CH:2]=[CH:3][CH:4]=[CH:5][CH:6]=1. (5) Reactant: [NH2:1][C:2]1[CH:7]=[CH:6][C:5]([NH:8][C:9]2[CH:35]=[C:34]([F:36])[CH:33]=[CH:32][C:10]=2[CH2:11][N:12]2[C:16]([CH3:18])([CH3:17])[C:15](=[O:19])[N:14]([C:20]3[CH:25]=[CH:24][C:23]([F:26])=[C:22]([C:27]([F:30])([F:29])[F:28])[CH:21]=3)[C:13]2=[O:31])=[CH:4][CH:3]=1.C(=O)([O-])[O-].[Cs+].[Cs+].[CH3:43][S:44](Cl)(=[O:46])=[O:45]. Product: [F:36][C:34]1[CH:33]=[CH:32][C:10]([CH2:11][N:12]2[C:16]([CH3:18])([CH3:17])[C:15](=[O:19])[N:14]([C:20]3[CH:25]=[CH:24][C:23]([F:26])=[C:22]([C:27]([F:29])([F:30])[F:28])[CH:21]=3)[C:13]2=[O:31])=[C:9]([NH:8][C:5]2[CH:4]=[CH:3][C:2]([NH:1][S:44]([CH3:43])(=[O:46])=[O:45])=[CH:7][CH:6]=2)[CH:35]=1. The catalyst class is: 10. (6) Reactant: Br[CH2:2][C:3]1[CH:8]=[CH:7][C:6]([C:9]2[CH:13]=[C:12]([C:14]([NH2:16])=[O:15])[O:11][N:10]=2)=[CH:5][CH:4]=1.[OH:17][C:18]1[CH:25]=[CH:24][CH:23]=[CH:22][C:19]=1[C:20]#[N:21].C([O-])([O-])=O.[K+].[K+]. Product: [C:20]([C:19]1[CH:22]=[CH:23][CH:24]=[CH:25][C:18]=1[O:17][CH2:2][C:3]1[CH:8]=[CH:7][C:6]([C:9]2[CH:13]=[C:12]([C:14]([NH2:16])=[O:15])[O:11][N:10]=2)=[CH:5][CH:4]=1)#[N:21]. The catalyst class is: 23. (7) Reactant: [CH:1]1([S:4]([C:7]2[CH:12]=[CH:11][C:10]([CH:13]([CH2:18][CH:19]3[CH2:24][CH2:23][O:22][CH2:21][CH2:20]3)[C:14](=[O:17])[CH:15]=[CH2:16])=[CH:9][CH:8]=2)(=[O:6])=[O:5])[CH2:3][CH2:2]1.[O:25]1[CH2:30][CH2:29][CH2:28][CH2:27][CH:26]1[O:31][CH2:32][C:33]1[S:37][C:36]([CH:38]=[O:39])=[N:35][CH:34]=1.C(N(CC)CC)C.O1CCCC1. Product: [CH:1]1([S:4]([C:7]2[CH:8]=[CH:9][C:10]([CH:13]([CH2:18][CH:19]3[CH2:24][CH2:23][O:22][CH2:21][CH2:20]3)[C:14](=[O:17])[CH2:15][CH2:16][C:38]([C:36]3[S:37][C:33]([CH2:32][O:31][CH:26]4[CH2:27][CH2:28][CH2:29][CH2:30][O:25]4)=[CH:34][N:35]=3)=[O:39])=[CH:11][CH:12]=2)(=[O:6])=[O:5])[CH2:3][CH2:2]1. The catalyst class is: 433. (8) The catalyst class is: 6. Product: [F:16][C:4]1([F:3])[O:8][C:7]2[CH:9]=[CH:10][C:11]([C:13]3([C:14]#[N:15])[CH2:18][CH2:17]3)=[CH:12][C:6]=2[O:5]1. Reactant: [OH-].[Na+].[F:3][C:4]1([F:16])[O:8][C:7]2[CH:9]=[CH:10][C:11]([CH2:13][C:14]#[N:15])=[CH:12][C:6]=2[O:5]1.[CH2:17]([N+](CC)(CC)CC)[C:18]1C=CC=CC=1.[Cl-].BrCCCl.